Dataset: Catalyst prediction with 721,799 reactions and 888 catalyst types from USPTO. Task: Predict which catalyst facilitates the given reaction. (1) Reactant: [CH3:1][O:2][C:3](=[O:14])[C:4]1[CH:9]=[CH:8][C:7]([N+:10]([O-])=O)=[CH:6][C:5]=1[Br:13].[Sn].Cl. Product: [CH3:1][O:2][C:3](=[O:14])[C:4]1[CH:9]=[CH:8][C:7]([NH2:10])=[CH:6][C:5]=1[Br:13]. The catalyst class is: 5. (2) Reactant: Cl.Cl.Cl.[S:4]1[C:8]2[CH:9]=[C:10]([NH:13][C:14]3[C:15]4[CH:22]=[C:21]([C:23]5[CH2:24][CH2:25][NH:26][CH2:27][CH:28]=5)[NH:20][C:16]=4[N:17]=[CH:18][N:19]=3)[CH:11]=[CH:12][C:7]=2[N:6]=[CH:5]1.C(N(CC)C(C)C)(C)C.Cl[N:39]1[CH2:44][CH2:43][O:42][CH2:41][C:40]1=C=O.CN(C)[CH:49]=[O:50]. Product: [S:4]1[C:8]2[CH:9]=[C:10]([NH:13][C:14]3[C:15]4[CH:22]=[C:21]([C:23]5[CH2:24][CH2:25][N:26]([C:49]([N:39]6[CH2:40][CH2:41][O:42][CH2:43][CH2:44]6)=[O:50])[CH2:27][CH:28]=5)[NH:20][C:16]=4[N:17]=[CH:18][N:19]=3)[CH:11]=[CH:12][C:7]=2[N:6]=[CH:5]1. The catalyst class is: 25. (3) Reactant: [CH3:1][C:2]1[CH:7]=[CH:6][C:5]([C:8]2[CH:13]=[CH:12][C:11]([CH3:14])=[CH:10][CH:9]=2)=[C:4]([C:15]([NH:17][C:18]2[CH:19]=[CH:20][C:21]([O:24][CH2:25][CH2:26][C:27]3[N:32]=[C:31]([NH:33]C(=O)OC(C)(C)C)[CH:30]=[CH:29][CH:28]=3)=[N:22][CH:23]=2)=[O:16])[CH:3]=1.FC(F)(F)C(O)=O. Product: [NH2:33][C:31]1[N:32]=[C:27]([CH2:26][CH2:25][O:24][C:21]2[N:22]=[CH:23][C:18]([NH:17][C:15]([C:4]3[C:5]([C:8]4[CH:9]=[CH:10][C:11]([CH3:14])=[CH:12][CH:13]=4)=[CH:6][CH:7]=[C:2]([CH3:1])[CH:3]=3)=[O:16])=[CH:19][CH:20]=2)[CH:28]=[CH:29][CH:30]=1. The catalyst class is: 4. (4) Reactant: [NH2:1][C:2]1[CH:9]=[CH:8][C:5]([C:6]#[N:7])=[CH:4][C:3]=1[NH:10][CH:11]1[CH2:16][CH2:15][N:14]([CH:17]2[CH2:22][CH2:21][O:20][CH2:19][CH2:18]2)[CH2:13][CH2:12]1.C(N(C(C)C)CC)(C)C.[Cl:32][C:33](Cl)([O:35]C(=O)OC(Cl)(Cl)Cl)Cl.ClC(Cl)C.Cl. Product: [ClH:32].[O:35]=[C:33]1[NH:1][C:2]2[CH:9]=[CH:8][C:5]([C:6]#[N:7])=[CH:4][C:3]=2[N:10]1[CH:11]1[CH2:12][CH2:13][N:14]([CH:17]2[CH2:22][CH2:21][O:20][CH2:19][CH2:18]2)[CH2:15][CH2:16]1. The catalyst class is: 12. (5) Product: [CH3:1][Si:2]([O:7][CH3:8])([O:5][CH3:6])[O:3][CH3:4].[OH-:9].[K+:10]. The catalyst class is: 6. Reactant: [CH3:1][Si:2]([O:7][CH3:8])([O:5][CH3:6])[O:3][CH3:4].[OH-:9].[K+:10].